Dataset: Forward reaction prediction with 1.9M reactions from USPTO patents (1976-2016). Task: Predict the product of the given reaction. (1) Given the reactants [Cl:1][C:2]1[CH:17]=[CH:16][C:15]([Cl:18])=[CH:14][C:3]=1[O:4][C:5]1[N:13]=[CH:12][CH:11]=[CH:10][C:6]=1[C:7]([OH:9])=O.[Cl:19][C:20]1[C:25]([NH2:26])=[C:24]([CH3:27])[CH:23]=[CH:22][N:21]=1.[CH2:28](N(C(C)C)C(C)C)C.CN(C(ON1N=NC2C=CC=NC1=2)=[N+](C)C)C.F[P-](F)(F)(F)(F)F.[H-].[Na+].IC, predict the reaction product. The product is: [Cl:19][C:20]1[C:25]([N:26]([CH3:28])[C:7](=[O:9])[C:6]2[CH:10]=[CH:11][CH:12]=[N:13][C:5]=2[O:4][C:3]2[CH:14]=[C:15]([Cl:18])[CH:16]=[CH:17][C:2]=2[Cl:1])=[C:24]([CH3:27])[CH:23]=[CH:22][N:21]=1. (2) The product is: [C:11]([O:10][C:8]([N:5]1[CH2:4][CH2:3][CH:2]([O:1][CH2:16][C:17]([O:19][C:20]([CH3:23])([CH3:22])[CH3:21])=[O:18])[CH2:7][CH2:6]1)=[O:9])([CH3:14])([CH3:13])[CH3:12]. Given the reactants [OH:1][CH:2]1[CH2:7][CH2:6][N:5]([C:8]([O:10][C:11]([CH3:14])([CH3:13])[CH3:12])=[O:9])[CH2:4][CH2:3]1.Br[CH2:16][C:17]([O:19][C:20]([CH3:23])([CH3:22])[CH3:21])=[O:18].[OH-].[Na+], predict the reaction product. (3) The product is: [O:21]=[C:19]([N:48]1[CH2:49][CH2:50][N:45]([C:51](=[O:52])[C:53]2[CH:58]=[CH:57][CH:56]=[CH:55][C:54]=2[C:59]([F:62])([F:60])[F:61])[CH2:46][CH2:47]1)[CH2:18][NH:17][C:15]([C:11]1[O:10][CH:14]=[CH:13][CH:12]=1)=[O:16]. Given the reactants CCN(C(C)C)C(C)C.[O:10]1[CH:14]=[CH:13][CH:12]=[C:11]1[C:15]([NH:17][CH2:18][C:19]([OH:21])=O)=[O:16].C1C=CC2N(O)N=NC=2C=1.CCN=C=NCCCN(C)C.Cl.Cl.[N:45]1([C:51]([C:53]2[CH:58]=[CH:57][CH:56]=[CH:55][C:54]=2[C:59]([F:62])([F:61])[F:60])=[O:52])[CH2:50][CH2:49][NH:48][CH2:47][CH2:46]1, predict the reaction product.